This data is from Full USPTO retrosynthesis dataset with 1.9M reactions from patents (1976-2016). The task is: Predict the reactants needed to synthesize the given product. (1) Given the product [CH3:24][C:15]1[CH:20]=[CH:19][C:18]([C:21]([N:10]=[C:8]2[N:7]([CH:26]([CH3:32])[C:27]([OH:29])=[O:28])[C:6]3[CH:11]=[CH:12][C:3]([C:2]([F:1])([F:13])[F:14])=[CH:4][C:5]=3[S:9]2)=[O:22])=[CH:17][CH:16]=1, predict the reactants needed to synthesize it. The reactants are: [F:1][C:2]([F:14])([F:13])[C:3]1[CH:12]=[CH:11][C:6]2[N:7]=[C:8]([NH2:10])[S:9][C:5]=2[CH:4]=1.[C:15]1([CH3:24])[CH:20]=[CH:19][C:18]([C:21](Cl)=[O:22])=[CH:17][CH:16]=1.Br[CH:26]([CH3:32])[C:27]([O:29]CC)=[O:28].COC1C=CC2N=C(N)SC=2C=1.ClC1C=C(C=CC=1)C(Cl)=O.BrCC(OCC)=O. (2) Given the product [CH:1]1([N:4]([CH2:29][C:30]2[CH:35]=[C:34]([CH2:36][CH2:37][CH2:38][O:39][CH3:40])[CH:33]=[C:32]([O:41][CH2:42][CH2:43][O:44][CH3:45])[CH:31]=2)[C:5]([CH:7]2[C:12]([C:14]3[CH:19]=[CH:18][C:17]([Cl:20])=[C:16]([Cl:21])[CH:15]=3)([OH:13])[CH2:11][CH2:10][NH:9][CH2:8]2)=[O:6])[CH2:3][CH2:2]1, predict the reactants needed to synthesize it. The reactants are: [CH:1]1([N:4]([CH2:29][C:30]2[CH:35]=[C:34]([CH2:36][CH2:37][CH2:38][O:39][CH3:40])[CH:33]=[C:32]([O:41][CH2:42][CH2:43][O:44][CH3:45])[CH:31]=2)[C:5]([C@@H:7]2[C@:12]([C:14]3[CH:19]=[CH:18][C:17]([Cl:20])=[C:16]([Cl:21])[CH:15]=3)([OH:13])[CH2:11][CH2:10][N:9](C(OC(C)(C)C)=O)[CH2:8]2)=[O:6])[CH2:3][CH2:2]1.Cl.